From a dataset of Full USPTO retrosynthesis dataset with 1.9M reactions from patents (1976-2016). Predict the reactants needed to synthesize the given product. (1) Given the product [CH2:1]([C:5]1[CH:6]=[CH:7][C:8]([C:11]#[C:12][C:13]2[CH:14]=[CH:15][C:16]([CH2:17][N:18]([C:30](=[O:38])[CH2:31][CH2:32][CH:33]3[CH2:37][CH2:36][CH2:35][CH2:34]3)[C:19]3[CH:20]=[CH:21][C:22]([C:23]([OH:25])=[O:24])=[CH:28][CH:29]=3)=[CH:39][CH:40]=2)=[CH:9][CH:10]=1)[CH2:2][CH2:3][CH3:4], predict the reactants needed to synthesize it. The reactants are: [CH2:1]([C:5]1[CH:10]=[CH:9][C:8]([C:11]#[C:12][C:13]2[CH:40]=[CH:39][C:16]([CH2:17][N:18]([C:30](=[O:38])[CH2:31][CH2:32][CH:33]3[CH2:37][CH2:36][CH2:35][CH2:34]3)[C:19]3[CH:29]=[CH:28][C:22]([C:23]([O:25]CC)=[O:24])=[CH:21][CH:20]=3)=[CH:15][CH:14]=2)=[CH:7][CH:6]=1)[CH2:2][CH2:3][CH3:4].O[Li].O. (2) Given the product [F:24][C:25]1[CH:32]=[CH:31][C:28]([CH2:29][O:30][C:3]2[N:8]=[C:7]([C:9]3[CH:14]=[CH:13][C:12]([Cl:15])=[CH:11][CH:10]=3)[C:6]([C:16]3[CH:21]=[CH:20][C:19]([Cl:22])=[CH:18][C:17]=3[Cl:23])=[CH:5][N:4]=2)=[CH:27][CH:26]=1, predict the reactants needed to synthesize it. The reactants are: CS[C:3]1[N:8]=[C:7]([C:9]2[CH:14]=[CH:13][C:12]([Cl:15])=[CH:11][CH:10]=2)[C:6]([C:16]2[CH:21]=[CH:20][C:19]([Cl:22])=[CH:18][C:17]=2[Cl:23])=[CH:5][N:4]=1.[F:24][C:25]1[CH:32]=[CH:31][C:28]([CH2:29][OH:30])=[CH:27][CH:26]=1. (3) Given the product [Br:14][C:15]1[CH:20]=[CH:19][C:18]([N:21]2[CH2:27][CH2:26][CH2:25][C:24]([C:6](=[O:11])[C:7]([F:8])([F:9])[F:10])=[C:23]([N:28]3[CH2:33][CH2:32][O:31][CH2:30][CH2:29]3)[C:22]2=[O:34])=[C:17]([F:35])[CH:16]=1, predict the reactants needed to synthesize it. The reactants are: [F:8][C:7]([F:10])([F:9])[C:6](O[C:6](=[O:11])[C:7]([F:10])([F:9])[F:8])=[O:11].[Br:14][C:15]1[CH:20]=[CH:19][C:18]([N:21]2[CH2:27][CH2:26][CH2:25][CH:24]=[C:23]([N:28]3[CH2:33][CH2:32][O:31][CH2:30][CH2:29]3)[C:22]2=[O:34])=[C:17]([F:35])[CH:16]=1. (4) Given the product [F:1][C:2]1[C:10]([OH:11])=[CH:9][CH:8]=[C:7]([F:15])[C:3]=1[C:4]([O:6][CH3:16])=[O:5], predict the reactants needed to synthesize it. The reactants are: [F:1][C:2]1[C:10]([O:11]COC)=[CH:9][CH:8]=[C:7]([F:15])[C:3]=1[C:4]([OH:6])=[O:5].[CH3:16]O. (5) The reactants are: [OH:1][C:2]1([CH2:9][N:10]2[CH2:15][CH2:14][C:13]3[NH:16][C:17]([CH:20]=O)=[C:18]([CH3:19])[C:12]=3[C:11]2=[O:22])[CH2:7][CH2:6][N:5]([CH3:8])[CH2:4][CH2:3]1.[F:23][C:24]1[C:29]([F:30])=[CH:28][CH:27]=[CH:26][C:25]=1[C:31]1[CH:39]=[CH:38][CH:37]=[C:36]2[C:32]=1[CH2:33][C:34](=[O:40])[NH:35]2. Given the product [F:23][C:24]1[C:29]([F:30])=[CH:28][CH:27]=[CH:26][C:25]=1[C:31]1[CH:39]=[CH:38][CH:37]=[C:36]2[C:32]=1[C:33](=[CH:20][C:17]1[NH:16][C:13]3[CH2:14][CH2:15][N:10]([CH2:9][C:2]4([OH:1])[CH2:3][CH2:4][N:5]([CH3:8])[CH2:6][CH2:7]4)[C:11](=[O:22])[C:12]=3[C:18]=1[CH3:19])[C:34](=[O:40])[NH:35]2, predict the reactants needed to synthesize it.